This data is from Full USPTO retrosynthesis dataset with 1.9M reactions from patents (1976-2016). The task is: Predict the reactants needed to synthesize the given product. Given the product [F:15][C:14]([F:17])([F:16])[C:12]1[CH:11]=[CH:10][N:9]=[C:8]([N:1]2[CH2:6][CH2:5][NH:4][CH2:3][CH2:2]2)[CH:13]=1, predict the reactants needed to synthesize it. The reactants are: [NH:1]1[CH2:6][CH2:5][NH:4][CH2:3][CH2:2]1.Cl[C:8]1[CH:13]=[C:12]([C:14]([F:17])([F:16])[F:15])[CH:11]=[CH:10][N:9]=1.